From a dataset of NCI-60 drug combinations with 297,098 pairs across 59 cell lines. Regression. Given two drug SMILES strings and cell line genomic features, predict the synergy score measuring deviation from expected non-interaction effect. (1) Synergy scores: CSS=18.9, Synergy_ZIP=-2.47, Synergy_Bliss=3.97, Synergy_Loewe=2.10, Synergy_HSA=2.27. Drug 2: CCN(CC)CCCC(C)NC1=C2C=C(C=CC2=NC3=C1C=CC(=C3)Cl)OC. Drug 1: CC1CCC2CC(C(=CC=CC=CC(CC(C(=O)C(C(C(=CC(C(=O)CC(OC(=O)C3CCCCN3C(=O)C(=O)C1(O2)O)C(C)CC4CCC(C(C4)OC)OCCO)C)C)O)OC)C)C)C)OC. Cell line: SK-OV-3. (2) Drug 1: CC1=C(C=C(C=C1)C(=O)NC2=CC(=CC(=C2)C(F)(F)F)N3C=C(N=C3)C)NC4=NC=CC(=N4)C5=CN=CC=C5. Drug 2: CCC1=C2CN3C(=CC4=C(C3=O)COC(=O)C4(CC)O)C2=NC5=C1C=C(C=C5)O. Cell line: NCI/ADR-RES. Synergy scores: CSS=16.6, Synergy_ZIP=-1.45, Synergy_Bliss=0.667, Synergy_Loewe=-68.2, Synergy_HSA=0.0801. (3) Drug 1: CC1=CC=C(C=C1)C2=CC(=NN2C3=CC=C(C=C3)S(=O)(=O)N)C(F)(F)F. Drug 2: C1=CC=C(C=C1)NC(=O)CCCCCCC(=O)NO. Cell line: A549. Synergy scores: CSS=4.87, Synergy_ZIP=-0.676, Synergy_Bliss=0.407, Synergy_Loewe=-11.3, Synergy_HSA=-2.62. (4) Drug 1: CC12CCC3C(C1CCC2O)C(CC4=C3C=CC(=C4)O)CCCCCCCCCS(=O)CCCC(C(F)(F)F)(F)F. Drug 2: CC12CCC3C(C1CCC2OP(=O)(O)O)CCC4=C3C=CC(=C4)OC(=O)N(CCCl)CCCl.[Na+]. Cell line: HT29. Synergy scores: CSS=5.76, Synergy_ZIP=-1.25, Synergy_Bliss=-0.166, Synergy_Loewe=-1.15, Synergy_HSA=-0.493.